Dataset: Retrosynthesis with 50K atom-mapped reactions and 10 reaction types from USPTO. Task: Predict the reactants needed to synthesize the given product. (1) Given the product CC(=O)Nc1ccc(Sc2ccc(OCc3ccc(Br)cc3)cc2Nc2ccnc3nc(C)ccc23)cc1, predict the reactants needed to synthesize it. The reactants are: CC(=O)Nc1ccc(Sc2ccc(OCc3ccc(Br)cc3)cc2N)cc1.Cc1ccc2c(Cl)ccnc2n1. (2) Given the product C[C@@H](c1ccccc1)N1CC[C@H]2CCN(CCc3ccccc3)C(=O)[C@H]21, predict the reactants needed to synthesize it. The reactants are: COC(=O)[C@@H]1[C@H](CCNCCc2ccccc2)CCN1[C@@H](C)c1ccccc1. (3) Given the product O=C(Nc1cccnn1)N1CCC(=Cc2cccc(Oc3ccc(C(F)(F)F)cn3)c2)CC1, predict the reactants needed to synthesize it. The reactants are: CCOC(=O)Nc1cccnn1.FC(F)(F)c1ccc(Oc2cccc(C=C3CCNCC3)c2)nc1. (4) The reactants are: COC(=O)c1ccc(I)cc1O.OB(O)c1ccc2cc(OCc3ccccc3)c(C34CC5CC(CC(C5)C3)C4)cc2c1. Given the product COC(=O)c1ccc(-c2ccc3cc(OCc4ccccc4)c(C45CC6CC(CC(C6)C4)C5)cc3c2)cc1O, predict the reactants needed to synthesize it. (5) Given the product CS(=O)(=O)Nc1ccccc1CCN, predict the reactants needed to synthesize it. The reactants are: CS(=O)(=O)Nc1ccccc1CC#N. (6) Given the product Cc1cc2c(c(C)c1NC(=O)Oc1ccc([N+](=O)[O-])cc1)c1ccccc1n2C(C)C, predict the reactants needed to synthesize it. The reactants are: Cc1cc2c(c(C)c1N)c1ccccc1n2C(C)C.O=C(Cl)Oc1ccc([N+](=O)[O-])cc1.